From a dataset of Human liver microsome stability data. Regression/Classification. Given a drug SMILES string, predict its absorption, distribution, metabolism, or excretion properties. Task type varies by dataset: regression for continuous measurements (e.g., permeability, clearance, half-life) or binary classification for categorical outcomes (e.g., BBB penetration, CYP inhibition). Dataset: hlm. (1) The drug is Cc1[nH]ncc1-c1ccc2[nH]c(C3COc4ccccc4C3)nc2c1. The result is 1 (stable in human liver microsomes). (2) The drug is O=C(c1ccc(C(F)(F)F)nc1)N1CCC(NS(=O)(=O)c2cc(S(=O)(=O)c3ccccc3)ccc2C(F)(F)F)CC1. The result is 0 (unstable in human liver microsomes). (3) The drug is O=C(N[C@@H](Cc1c[nH]c2ccccc12)C(=O)Nc1ccncc1)c1ccc2cc(F)ccc2c1. The result is 1 (stable in human liver microsomes). (4) The molecule is CN(C)CCN(C)C(=O)c1ccc(NC(=O)Nc2ccc(-c3nc(O[C@H]4CCOC4)nc(N4CCOCC4)n3)cc2)cc1. The result is 0 (unstable in human liver microsomes).